This data is from Forward reaction prediction with 1.9M reactions from USPTO patents (1976-2016). The task is: Predict the product of the given reaction. (1) Given the reactants Br[C:2]1[CH:3]=[C:4]([NH:10][C:11]2[CH:16]=[CH:15][C:14]([N:17]3[CH2:22][C@@H:21]([CH3:23])[N:20]([CH:24]4[CH2:27][O:26][CH2:25]4)[CH2:19][C@@H:18]3[CH3:28])=[CH:13][N:12]=2)[C:5](=[O:9])[N:6]([CH3:8])[CH:7]=1.[C:29]([O:32][CH2:33][C:34]1[C:39](B2OC(C)(C)C(C)(C)O2)=[CH:38][C:37]([F:49])=[CH:36][C:35]=1[N:50]1[C:62](=[O:63])[C:61]2[S:60][C:59]3[CH2:58][CH2:57][CH2:56][CH2:55][C:54]=3[C:53]=2[CH:52]=[N:51]1)(=[O:31])[CH3:30].[O-]P([O-])([O-])=O.[K+].[K+].[K+].C([O-])(=O)C.[Na+], predict the reaction product. The product is: [C:29]([O:32][CH2:33][C:34]1[C:35]([N:50]2[C:62](=[O:63])[C:61]3[S:60][C:59]4[CH2:58][CH2:57][CH2:56][CH2:55][C:54]=4[C:53]=3[CH:52]=[N:51]2)=[CH:36][C:37]([F:49])=[CH:38][C:39]=1[C:2]1[CH:3]=[C:4]([NH:10][C:11]2[CH:16]=[CH:15][C:14]([N:17]3[CH2:22][C@@H:21]([CH3:23])[N:20]([CH:24]4[CH2:25][O:26][CH2:27]4)[CH2:19][C@@H:18]3[CH3:28])=[CH:13][N:12]=2)[C:5](=[O:9])[N:6]([CH3:8])[CH:7]=1)(=[O:31])[CH3:30]. (2) Given the reactants [CH2:1](S(C1N(C2C=CC=CC=2)N=NN=1)(=O)=O)[CH2:2][CH2:3][CH3:4].[K].C[Si](C)(C)N[Si](C)(C)C.[CH:29]([C@@H:31]1[CH2:36][CH2:35][C@H:34]([NH:37][C:38](=[O:44])[O:39][C:40]([CH3:43])([CH3:42])[CH3:41])[CH2:33][CH2:32]1)=O.O, predict the reaction product. The product is: [CH:29](/[C@@H:31]1[CH2:36][CH2:35][C@H:34]([NH:37][C:38](=[O:44])[O:39][C:40]([CH3:43])([CH3:42])[CH3:41])[CH2:33][CH2:32]1)=[CH:1]\[CH2:2][CH2:3][CH3:4]. (3) Given the reactants [OH:1][C:2]1[CH:3]=[CH:4][C:5]([O:8][C:9]2[C:14]([CH3:15])=[CH:13][C:12](/[CH:16]=[CH:17]/[C:18]([OH:20])=O)=[CH:11][C:10]=2[CH3:21])=[N:6][CH:7]=1.Cl.[Cl:23][C:24]1[CH:45]=[CH:44][C:27]([O:28][CH2:29][CH2:30][C:31]2[CH:43]=[CH:42][C:34]([CH2:35][N:36]3[CH2:41][CH2:40][NH:39][CH2:38][CH2:37]3)=[CH:33][CH:32]=2)=[CH:26][CH:25]=1.C1C=CC2N(O)N=NC=2C=1.CCN=C=NCCCN(C)C, predict the reaction product. The product is: [Cl:23][C:24]1[CH:25]=[CH:26][C:27]([O:28][CH2:29][CH2:30][C:31]2[CH:43]=[CH:42][C:34]([CH2:35][N:36]3[CH2:37][CH2:38][N:39]([C:18](=[O:20])/[CH:17]=[CH:16]/[C:12]4[CH:11]=[C:10]([CH3:21])[C:9]([O:8][C:5]5[CH:4]=[CH:3][C:2]([OH:1])=[CH:7][N:6]=5)=[C:14]([CH3:15])[CH:13]=4)[CH2:40][CH2:41]3)=[CH:33][CH:32]=2)=[CH:44][CH:45]=1. (4) Given the reactants [CH:1]1([N:4]([CH:18]2[CH2:23][CH2:22][NH:21][CH2:20][CH:19]2[CH3:24])[C:5](=[O:17])[C:6]2[CH:11]=[CH:10][C:9]([C:12]3[O:16][CH:15]=[N:14][CH:13]=3)=[CH:8][CH:7]=2)[CH2:3][CH2:2]1.Cl[C:26]1[O:30][N:29]=[C:28]([C:31]2[CH:36]=[CH:35][CH:34]=[CH:33][CH:32]=2)[N:27]=1, predict the reaction product. The product is: [CH:1]1([N:4]([CH:18]2[CH2:23][CH2:22][N:21]([C:26]3[O:30][N:29]=[C:28]([C:31]4[CH:36]=[CH:35][CH:34]=[CH:33][CH:32]=4)[N:27]=3)[CH2:20][CH:19]2[CH3:24])[C:5](=[O:17])[C:6]2[CH:7]=[CH:8][C:9]([C:12]3[O:16][CH:15]=[N:14][CH:13]=3)=[CH:10][CH:11]=2)[CH2:3][CH2:2]1. (5) Given the reactants Br[C:2]1[CH:7]=[CH:6][C:5]([Br:8])=[CH:4][N:3]=1.[Li]CCCC.[F:14][C:15]([F:25])([F:24])[C:16](OCC(F)(F)F)=[O:17], predict the reaction product. The product is: [Br:8][C:5]1[CH:6]=[CH:7][C:2]([C:16](=[O:17])[C:15]([F:25])([F:24])[F:14])=[N:3][CH:4]=1. (6) Given the reactants [CH:1]([S:3]([N:6]1[CH2:11][CH2:10][CH:9]([C:12]2[C:20]3[C:15](=[C:16]([C:27]([NH2:29])=[O:28])[CH:17]=[C:18]([C:21]4[CH:26]=[CH:25][CH:24]=[CH:23][CH:22]=4)[CH:19]=3)[NH:14][CH:13]=2)[CH2:8][CH2:7]1)(=[O:5])=[O:4])=[CH2:2].Cl.[CH3:31][O:32][NH2:33].C([O-])([O-])=O.[K+].[K+], predict the reaction product. The product is: [CH3:31][O:32][NH:33][CH2:2][CH2:1][S:3]([N:6]1[CH2:7][CH2:8][CH:9]([C:12]2[C:20]3[C:15](=[C:16]([C:27]([NH2:29])=[O:28])[CH:17]=[C:18]([C:21]4[CH:26]=[CH:25][CH:24]=[CH:23][CH:22]=4)[CH:19]=3)[NH:14][CH:13]=2)[CH2:10][CH2:11]1)(=[O:5])=[O:4].